From a dataset of Reaction yield outcomes from USPTO patents with 853,638 reactions. Predict the reaction yield, written as a fraction of the theoretical maximum amount of product (1.0 means a 100% yield; for example, 0.34 means a 34% yield). (1) The reactants are [CH3:1][C:2]1[C:3]([C:11]2[S:15][C:14]([C:16]([OH:18])=O)=[CH:13][CH:12]=2)=[N:4][O:5][C:6]=1[C:7]([F:10])([F:9])[F:8].C([N:26]1[CH2:31][CH2:30][CH2:29][C@H:28]([NH2:32])[CH2:27]1)(OC(C)(C)C)=O.[ClH:33]. The catalyst is O1CCOCC1. The product is [ClH:33].[NH2:32][C@H:28]1[CH2:29][CH2:30][CH2:31][N:26]([C:16]([C:14]2[S:15][C:11]([C:3]3[C:2]([CH3:1])=[C:6]([C:7]([F:8])([F:9])[F:10])[O:5][N:4]=3)=[CH:12][CH:13]=2)=[O:18])[CH2:27]1. The yield is 0.710. (2) The reactants are [NH2:1][C:2]1[CH:3]=[C:4]2[C:9](=[CH:10][CH:11]=1)[NH:8][C:7](=[O:12])[CH:6]=[CH:5]2.[N:13]([O-])=O.[Na+].O.O.Cl[Sn]Cl.[CH:22]1([C:27](=O)[CH2:28][C:29]#[N:30])[CH2:26][CH2:25][CH2:24][CH2:23]1. The catalyst is Cl.O. The product is [NH2:30][C:29]1[N:1]([C:2]2[CH:3]=[C:4]3[C:9](=[CH:10][CH:11]=2)[NH:8][C:7](=[O:12])[CH:6]=[CH:5]3)[N:13]=[C:27]([CH:22]2[CH2:26][CH2:25][CH2:24][CH2:23]2)[CH:28]=1. The yield is 0.570.